This data is from Forward reaction prediction with 1.9M reactions from USPTO patents (1976-2016). The task is: Predict the product of the given reaction. (1) Given the reactants [OH:1][CH2:2][C:3]1O[CH:5]=[C:6]([C:10]2[CH:14]=[CH:13][O:12][CH:11]=2)[C:7](=[O:9])[CH:8]=1.[NH3:15], predict the reaction product. The product is: [OH:1][CH2:2][C:3]1[CH:8]=[C:7]([OH:9])[C:6]([C:10]2[CH:14]=[CH:13][O:12][CH:11]=2)=[CH:5][N:15]=1. (2) Given the reactants Cl[C:2]1[C:7]([C:8]#[N:9])=[CH:6][N:5]=[C:4]([NH:10][C@@H:11]2[C:16]([F:18])([F:17])[CH2:15][CH2:14][CH2:13][C@@H:12]2[NH:19][C:20](=[O:26])[O:21][C:22]([CH3:25])([CH3:24])[CH3:23])[N:3]=1.[S:27]1[C:31]2=[N:32][CH:33]=[CH:34][CH:35]=[C:30]2[C:29]([NH2:36])=[CH:28]1.C([O-])([O-])=[O:38].[Cs+].[Cs+], predict the reaction product. The product is: [C:8]([C:7]1[C:2]([NH:36][C:29]2[C:30]3[C:31](=[N:32][CH:33]=[CH:34][CH:35]=3)[S:27][CH:28]=2)=[N:3][C:4]([NH:10][C@@H:11]2[C:16]([F:18])([F:17])[CH2:15][CH2:14][CH2:13][C@@H:12]2[NH:19][C:20](=[O:26])[O:21][C:22]([CH3:25])([CH3:24])[CH3:23])=[N:5][CH:6]=1)(=[O:38])[NH2:9]. (3) Given the reactants [Br:1][C:2]1[C:3]([F:19])=[CH:4][C:5]2[O:14][CH2:13][CH2:12][N:11]3[C:7](=[N:8][C:9]([C:15]([NH2:17])=[O:16])=[CH:10]3)[C:6]=2[CH:18]=1.C1C(=O)N([I:27])C(=O)C1, predict the reaction product. The product is: [Br:1][C:2]1[C:3]([F:19])=[CH:4][C:5]2[O:14][CH2:13][CH2:12][N:11]3[C:7](=[N:8][C:9]([C:15]([NH2:17])=[O:16])=[C:10]3[I:27])[C:6]=2[CH:18]=1. (4) Given the reactants [N+:1]([C:4]1[CH:16]=[CH:15][C:7]([O:8][CH2:9][C:10]([O:12][CH2:13][CH3:14])=[O:11])=[CH:6][CH:5]=1)([O-])=O, predict the reaction product. The product is: [NH2:1][C:4]1[CH:5]=[CH:6][C:7]([O:8][CH2:9][C:10]([O:12][CH2:13][CH3:14])=[O:11])=[CH:15][CH:16]=1. (5) Given the reactants [F:1][C:2]([F:24])([F:23])[C:3]1[CH:4]=[C:5]([C:13]2[N:17]=[CH:16][N:15](/[CH:18]=[CH:19]\[C:20](O)=[O:21])[N:14]=2)[CH:6]=[C:7]([C:9]([F:12])([F:11])[F:10])[CH:8]=1.[C:25]([O:29][C:30]([N:32]1[CH2:35][C:34]2([CH2:39][CH2:38][NH:37][CH2:36]2)[CH2:33]1)=[O:31])([CH3:28])([CH3:27])[CH3:26].C(P1(=O)OP(CCC)(=O)OP(CCC)(=O)O1)CC.CCN(C(C)C)C(C)C, predict the reaction product. The product is: [F:24][C:2]([F:1])([F:23])[C:3]1[CH:4]=[C:5]([C:13]2[N:17]=[CH:16][N:15](/[CH:18]=[CH:19]\[C:20]([N:37]3[CH2:38][CH2:39][C:34]4([CH2:35][N:32]([C:30]([O:29][C:25]([CH3:28])([CH3:26])[CH3:27])=[O:31])[CH2:33]4)[CH2:36]3)=[O:21])[N:14]=2)[CH:6]=[C:7]([C:9]([F:10])([F:11])[F:12])[CH:8]=1. (6) Given the reactants [H-].[Na+].[Cl:3][C:4]1[CH:5]=[CH:6][C:7]2[N:11]=[CH:10][N:9]([C:12]3[CH:17]=[CH:16][C:15]([NH:18][C:19](=[O:21])[CH3:20])=[CH:14][CH:13]=3)[C:8]=2[CH:22]=1.Br[CH2:24][CH2:25][O:26][CH:27]1[CH2:32][CH2:31][CH2:30][CH2:29][O:28]1.O, predict the reaction product. The product is: [Cl:3][C:4]1[CH:5]=[CH:6][C:7]2[N:11]=[CH:10][N:9]([C:12]3[CH:13]=[CH:14][C:15]([N:18]([CH2:24][CH2:25][O:26][CH:27]4[CH2:32][CH2:31][CH2:30][CH2:29][O:28]4)[C:19](=[O:21])[CH3:20])=[CH:16][CH:17]=3)[C:8]=2[CH:22]=1. (7) The product is: [NH2:12][C:9]1[CH:10]=[C:11]2[C:6](=[CH:7][C:8]=1[O:16][CH2:17][CH3:18])[N:5]=[CH:4][C:3]([C:19]#[N:20])=[C:2]2[NH:26][C:25]1[CH:27]=[CH:28][CH:29]=[C:23]([C:21]#[CH:22])[CH:24]=1. Given the reactants Cl[C:2]1[C:11]2[C:6](=[CH:7][C:8]([O:16][CH2:17][CH3:18])=[C:9]([NH:12]C(=O)C)[CH:10]=2)[N:5]=[CH:4][C:3]=1[C:19]#[N:20].[C:21]([C:23]1[CH:24]=[C:25]([CH:27]=[CH:28][CH:29]=1)[NH2:26])#[CH:22].CS(O)(=O)=O.Cl, predict the reaction product.